Task: Regression. Given a peptide amino acid sequence and an MHC pseudo amino acid sequence, predict their binding affinity value. This is MHC class II binding data.. Dataset: Peptide-MHC class II binding affinity with 134,281 pairs from IEDB (1) The binding affinity (normalized) is 0. The peptide sequence is KKPTGKVTLEADVILPI. The MHC is HLA-DQA10501-DQB10402 with pseudo-sequence HLA-DQA10501-DQB10402. (2) The peptide sequence is AIKFDFSTGLIIQGL. The MHC is DRB1_0401 with pseudo-sequence DRB1_0401. The binding affinity (normalized) is 0.254. (3) The peptide sequence is GLSGEPKGGAESSSK. The MHC is HLA-DPA10201-DPB11401 with pseudo-sequence HLA-DPA10201-DPB11401. The binding affinity (normalized) is 0. (4) The peptide sequence is FLIYITELLKKLQST. The MHC is HLA-DQA10301-DQB10302 with pseudo-sequence HLA-DQA10301-DQB10302. The binding affinity (normalized) is 0.356. (5) The peptide sequence is MERRFTSHLPVAQRG. The MHC is HLA-DQA10102-DQB10501 with pseudo-sequence HLA-DQA10102-DQB10501. The binding affinity (normalized) is 0.464.